From a dataset of HIV replication inhibition screening data with 41,000+ compounds from the AIDS Antiviral Screen. Binary Classification. Given a drug SMILES string, predict its activity (active/inactive) in a high-throughput screening assay against a specified biological target. (1) The molecule is CC(CC(=O)O)CC(=O)OCC12CCC(C(C)C)C1C1CCC3C4(C)CCC(OC(=O)CC(C)CC(=O)O)C(C)(C)C4CCC3(C)C1(C)CC2. The result is 0 (inactive). (2) The compound is COc1ccc(C=C2Cc3ccccc3C2=O)cc1. The result is 0 (inactive). (3) The compound is C=C1C(=O)OC2C=C(COC(C)=O)CCC(OC(C)=O)C3=CC(OC3=O)C12. The result is 0 (inactive). (4) The drug is CCCCCCCCCCCCC(=O)N1CCOCC1. The result is 0 (inactive). (5) The drug is CN(C)N=C(c1nc2ccc(Cl)cc2nc1O)C(O)c1ccc(C(O)C(=NN(C)C)c2nc3ccc(Cl)cc3nc2O)cc1. The result is 0 (inactive). (6) The drug is CC1(c2cccc(C3CCC4(C=CC3=O)OCCO4)c2)OCCO1. The result is 0 (inactive).